Dataset: Forward reaction prediction with 1.9M reactions from USPTO patents (1976-2016). Task: Predict the product of the given reaction. (1) Given the reactants [O:1]=[S:2]1(=[O:18])[CH2:6][CH2:5][CH2:4][N:3]1[CH2:7][C:8]1[CH:17]=[CH:16][C:11]([C:12]([O:14]C)=O)=[CH:10][N:9]=1.[CH3:19][C:20]1[C:21]([N:28]2[CH2:33][CH2:32][NH:31][CH2:30][CH2:29]2)=[N:22][C:23]([CH3:27])=[C:24]([CH3:26])[CH:25]=1, predict the reaction product. The product is: [O:18]=[S:2]1(=[O:1])[CH2:6][CH2:5][CH2:4][N:3]1[CH2:7][C:8]1[N:9]=[CH:10][C:11]([C:12]([N:31]2[CH2:32][CH2:33][N:28]([C:21]3[C:20]([CH3:19])=[CH:25][C:24]([CH3:26])=[C:23]([CH3:27])[N:22]=3)[CH2:29][CH2:30]2)=[O:14])=[CH:16][CH:17]=1. (2) Given the reactants CS(Cl)(=O)=O.OC1CCN([C:13]([O:15][CH2:16][C:17]2[CH:22]=C[CH:20]=[CH:19][CH:18]=2)=[O:14])CC1.[CH2:23](N(CC)CC)C.C([O-])(=S)C.[K+], predict the reaction product. The product is: [C:13]([O:15][CH2:16][CH3:17])(=[O:14])[CH3:23].[CH3:20][CH2:19][CH2:18][CH:17]([CH3:22])[CH3:16].